From a dataset of Catalyst prediction with 721,799 reactions and 888 catalyst types from USPTO. Predict which catalyst facilitates the given reaction. (1) Reactant: C(O[CH:4](OCC)[CH:5]1[C:14]2([CH2:19][CH2:18][N:17](C(OC(C)(C)C)=O)[CH2:16][CH2:15]2)[O:13][C:12]2[C:7](=[CH:8][C:9]([F:27])=[CH:10][CH:11]=2)[C:6]1=O)C.[ClH:32].[NH2:33][N:34]([CH2:42][CH3:43])C(=O)OC(C)(C)C. Product: [ClH:32].[CH2:42]([N:34]1[C:6]2[C:7]3[CH:8]=[C:9]([F:27])[CH:10]=[CH:11][C:12]=3[O:13][C:14]3([CH2:15][CH2:16][NH:17][CH2:18][CH2:19]3)[C:5]=2[CH:4]=[N:33]1)[CH3:43]. The catalyst class is: 8. (2) Reactant: [C:1]([O:5][C:6]([NH:8][NH:9][C@H:10]([C:14]([CH3:17])([CH3:16])[CH3:15])[CH2:11][CH2:12][CH3:13])=[O:7])([CH3:4])([CH3:3])[CH3:2].C([O-])([O-])=O.[K+].[K+].[CH3:24][C:25]1[CH:26]=[C:27]([CH:31]=[C:32]([CH3:34])[CH:33]=1)[C:28](Cl)=[O:29]. Product: [C:1]([O:5][C:6]([NH:8][N:9]([C@H:10]([C:14]([CH3:16])([CH3:15])[CH3:17])[CH2:11][CH2:12][CH3:13])[C:28](=[O:29])[C:27]1[CH:31]=[C:32]([CH3:34])[CH:33]=[C:25]([CH3:24])[CH:26]=1)=[O:7])([CH3:4])([CH3:3])[CH3:2]. The catalyst class is: 34. (3) Reactant: [CH:1](=O)[CH3:2].[CH2:4]([O:11][C:12]([N:14]1[C:18]2[CH:19]=[N:20][CH:21]=[C:22]([O:23][CH:24]3[CH2:29][CH2:28][NH:27][CH2:26][CH2:25]3)[C:17]=2[C:16]2[CH:30]=[C:31]([Br:34])[CH:32]=[N:33][C:15]1=2)=[O:13])[C:5]1[CH:10]=[CH:9][CH:8]=[CH:7][CH:6]=1.C(O[BH-](OC(=O)C)OC(=O)C)(=O)C.[Na+].C(O)(=O)C. Product: [CH2:4]([O:11][C:12]([N:14]1[C:18]2[CH:19]=[N:20][CH:21]=[C:22]([O:23][CH:24]3[CH2:29][CH2:28][N:27]([CH2:1][CH3:2])[CH2:26][CH2:25]3)[C:17]=2[C:16]2[CH:30]=[C:31]([Br:34])[CH:32]=[N:33][C:15]1=2)=[O:13])[C:5]1[CH:10]=[CH:9][CH:8]=[CH:7][CH:6]=1. The catalyst class is: 138. (4) Reactant: C(OC([O:8][C:9]1[C:18]2[NH:17][C:16](=[O:19])[CH2:15][O:14][C:13]=2[C:12]([CH2:20][CH2:21][N:22]([CH2:30][CH2:31][N:32]([CH:52]2[CH2:58][CH2:57][CH2:56][CH2:55][CH2:54][CH2:53]2)[C:33](=[O:51])[CH2:34][CH2:35][O:36][CH2:37][CH2:38][C:39]2[CH:44]=[CH:43][CH:42]=[C:41]([C:45]3[N:46]=[N:47][N:48]([CH3:50])[CH:49]=3)[CH:40]=2)C(=O)OC(C)(C)C)=[CH:11][CH:10]=1)=O)(C)(C)C.[C:59]([OH:65])([C:61]([F:64])([F:63])[F:62])=[O:60]. Product: [F:62][C:61]([F:64])([F:63])[C:59]([OH:65])=[O:60].[CH:52]1([N:32]([CH2:31][CH2:30][NH:22][CH2:21][CH2:20][C:12]2[C:13]3[O:14][CH2:15][C:16](=[O:19])[NH:17][C:18]=3[C:9]([OH:8])=[CH:10][CH:11]=2)[C:33](=[O:51])[CH2:34][CH2:35][O:36][CH2:37][CH2:38][C:39]2[CH:44]=[CH:43][CH:42]=[C:41]([C:45]3[N:46]=[N:47][N:48]([CH3:50])[CH:49]=3)[CH:40]=2)[CH2:53][CH2:54][CH2:55][CH2:56][CH2:57][CH2:58]1. The catalyst class is: 2. (5) Reactant: [Cl:1][C:2]1[CH:7]=[CH:6][C:5]([N:8]2[CH:12]=[C:11]([C:13]([O:15]CC)=[O:14])[C:10]([CH2:18][OH:19])=[N:9]2)=[CH:4][CH:3]=1.[OH-].[Na+].Cl. Product: [Cl:1][C:2]1[CH:3]=[CH:4][C:5]([N:8]2[CH:12]=[C:11]([C:13]([OH:15])=[O:14])[C:10]([CH2:18][OH:19])=[N:9]2)=[CH:6][CH:7]=1. The catalyst class is: 6. (6) Reactant: [Cl:1][C:2]1[N:7]=[C:6](Cl)[CH:5]=[CH:4][N:3]=1.[OH:9][C:10]1[CH:37]=[CH:36][CH:35]=[CH:34][C:11]=1[CH2:12][NH:13][C:14]([NH:16][C:17]1[N:21]([C:22]2[CH:27]=[CH:26][C:25]([O:28][CH3:29])=[CH:24][CH:23]=2)[N:20]=[C:19]([C:30]([CH3:33])([CH3:32])[CH3:31])[CH:18]=1)=[O:15].[OH-].[Na+].[Cl-].[NH4+]. Product: [Cl:1][C:2]1[N:7]=[C:6]([O:9][C:10]2[CH:37]=[CH:36][CH:35]=[CH:34][C:11]=2[CH2:12][NH:13][C:14]([NH:16][C:17]2[N:21]([C:22]3[CH:27]=[CH:26][C:25]([O:28][CH3:29])=[CH:24][CH:23]=3)[N:20]=[C:19]([C:30]([CH3:31])([CH3:32])[CH3:33])[CH:18]=2)=[O:15])[CH:5]=[CH:4][N:3]=1. The catalyst class is: 21. (7) Reactant: Br[C:2]1[CH:15]=[CH:14][C:13]([O:16][Si:17]([C:20]([CH3:23])([CH3:22])[CH3:21])([CH3:19])[CH3:18])=[CH:12][C:3]=1[CH2:4][C:5]1([C:10]#[N:11])[CH2:9][CH2:8][CH2:7][CH2:6]1.[F:24][C:25]1[CH:30]=[CH:29][C:28]([O:31][CH3:32])=[CH:27][C:26]=1B(O)O.C1(P(C2CCCCC2)C2C=CC=CC=2C2C(OC)=CC=CC=2OC)CCCCC1.C(=O)([O-])[O-].[Na+].[Na+]. Product: [Si:17]([O:16][C:13]1[CH:14]=[CH:15][C:2]([C:26]2[CH:27]=[C:28]([O:31][CH3:32])[CH:29]=[CH:30][C:25]=2[F:24])=[C:3]([CH2:4][C:5]2([C:10]#[N:11])[CH2:9][CH2:8][CH2:7][CH2:6]2)[CH:12]=1)([C:20]([CH3:23])([CH3:22])[CH3:21])([CH3:19])[CH3:18]. The catalyst class is: 491. (8) Reactant: [F:1][C:2]([F:7])([F:6])[CH:3]([OH:5])[CH3:4].[H-].[Na+].Cl[C:11]1[CH:20]=[CH:19][C:18]2[C:13](=[C:14]([C:21]3[NH:29][C:28]4[CH2:27][CH2:26][NH:25][C:24](=[O:30])[C:23]=4[CH:22]=3)[CH:15]=[CH:16][CH:17]=2)[N:12]=1.CO. Product: [F:1][C:2]([F:7])([F:6])[CH:3]([O:5][C:11]1[CH:20]=[CH:19][C:18]2[C:13](=[C:14]([C:21]3[NH:29][C:28]4[CH2:27][CH2:26][NH:25][C:24](=[O:30])[C:23]=4[CH:22]=3)[CH:15]=[CH:16][CH:17]=2)[N:12]=1)[CH3:4]. The catalyst class is: 85.